From a dataset of Catalyst prediction with 721,799 reactions and 888 catalyst types from USPTO. Predict which catalyst facilitates the given reaction. The catalyst class is: 552. Reactant: Cl[C:2]1[N:7]=[C:6]([NH:8][CH3:9])[N:5]=[C:4]([N:10]2[C@H:15]([CH3:16])[CH2:14][CH2:13][C@H:12]([C:17]([NH:19][CH2:20][C:21]3[CH:26]=[CH:25][CH:24]=[CH:23][CH:22]=3)=[O:18])[CH2:11]2)[CH:3]=1.[CH3:27][C:28]1[C:36]2[C:31](=[CH:32][C:33](B3OC(C)(C)C(C)(C)O3)=[CH:34][CH:35]=2)[NH:30][N:29]=1.C1(P(C2CCCCC2)C2CCCCC2)CCCCC1.[O-]P([O-])([O-])=O.[K+].[K+].[K+]. Product: [CH3:16][C@H:15]1[N:10]([C:4]2[CH:3]=[C:2]([C:33]3[CH:32]=[C:31]4[C:36]([C:28]([CH3:27])=[N:29][NH:30]4)=[CH:35][CH:34]=3)[N:7]=[C:6]([NH:8][CH3:9])[N:5]=2)[CH2:11][C@@H:12]([C:17]([NH:19][CH2:20][C:21]2[CH:26]=[CH:25][CH:24]=[CH:23][CH:22]=2)=[O:18])[CH2:13][CH2:14]1.